From a dataset of Reaction yield outcomes from USPTO patents with 853,638 reactions. Predict the reaction yield, written as a fraction of the theoretical maximum amount of product (1.0 means a 100% yield; for example, 0.34 means a 34% yield). (1) The yield is 0.310. The reactants are [CH3:1][O:2][C:3](=[O:24])[C:4]1[CH:9]=[C:8]([N:10]2[CH2:15][CH2:14][O:13][CH2:12][CH2:11]2)[CH:7]=[CH:6][C:5]=1[O:16][Si](C(C)(C)C)(C)C.[F-].C([N+](CCCC)(CCCC)CCCC)CCC. The catalyst is O1CCCC1. The product is [CH3:1][O:2][C:3](=[O:24])[C:4]1[CH:9]=[C:8]([N:10]2[CH2:11][CH2:12][O:13][CH2:14][CH2:15]2)[CH:7]=[CH:6][C:5]=1[OH:16]. (2) The reactants are [NH2:1][C:2]1[C:3]([N+:21]([O-])=O)=[N:4][CH:5]=[CH:6][C:7]=1[C:8]1[CH:9]=[C:10]([NH:15][CH2:16][CH2:17][N:18]([CH3:20])[CH3:19])[CH:11]=[C:12]([F:14])[CH:13]=1. The catalyst is CO.[Pd]. The product is [CH3:19][N:18]([CH3:20])[CH2:17][CH2:16][NH:15][C:10]1[CH:9]=[C:8]([C:7]2[CH:6]=[CH:5][N:4]=[C:3]([NH2:21])[C:2]=2[NH2:1])[CH:13]=[C:12]([F:14])[CH:11]=1. The yield is 0.249. (3) The reactants are [C:1]([O:5][C:6](=[O:24])[NH:7][C@@H:8]([C:12]([CH:14]1[C:19](=[O:20])OC(C)(C)OC1=O)=[O:13])[CH:9]([CH3:11])[CH3:10])([CH3:4])(C)C.[C:25](OCC)(=O)[CH3:26].CCCCCC.C(OCC)(=O)C. The catalyst is CCOC(C)=O. The product is [CH2:1]([O:5][C:6]([N:7]1[C:19](=[O:20])[CH2:14][C:12](=[O:13])[CH:8]1[CH:9]([CH3:10])[CH3:11])=[O:24])[CH2:4][CH2:25][CH3:26]. The yield is 0.800. (4) The reactants are O.[OH-].[Ba+2].[OH-].O.[CH3:6][C:7](=[O:14])[CH2:8][CH2:9][CH2:10][CH2:11][CH2:12][CH3:13].[CH2:15](O)[CH2:16][CH2:17][CH2:18][CH2:19][CH2:20][CH2:21][CH3:22]. The catalyst is C(OCC)(=O)C. The product is [CH3:13][CH2:12][CH2:11][CH2:10][CH2:9][CH2:8][C:7](=[O:14])[CH2:6][CH2:15][CH2:16][CH2:17][CH2:18][CH2:19][CH2:20][CH2:21][CH3:22]. The yield is 0.830. (5) The reactants are C(OC(=O)NC1C=CC=[C:10]([CH2:14][N:15]2[CH:19]=[CH:18][C:17]([NH:20][C:21](=[O:40])[C@@H:22]([C:29]3[CH:34]=[CH:33][C:32]([S:35]([CH3:38])(=[O:37])=[O:36])=[C:31](Cl)[CH:30]=3)[CH2:23][CH:24]3[CH2:28][CH2:27][CH2:26][CH2:25]3)=[N:16]2)C=1)(C)(C)C.[C:42](Cl)(=O)C(Cl)=O.N1C(C)=CC=CC=1C.[C:56]([Si:60]([CH3:71])([CH3:70])[O:61]CCN1C=CC(N)=N1)([CH3:59])([CH3:58])[CH3:57]. The catalyst is C(Cl)Cl.CO. The product is [C:56]([Si:60]([CH3:71])([CH3:70])[O:61][CH2:10][CH2:14][N:15]1[CH:19]=[CH:18][C:17]([NH:20][C:21](=[O:40])[C@@H:22]([C:29]2[CH:34]=[CH:33][C:32]([S:35]([CH3:38])(=[O:37])=[O:36])=[C:31]([CH3:42])[CH:30]=2)[CH2:23][CH:24]2[CH2:25][CH2:26][CH2:27][CH2:28]2)=[N:16]1)([CH3:59])([CH3:58])[CH3:57]. The yield is 0.940. (6) The yield is 0.600. The reactants are [Cl:1][C:2]1[C:11]2[C:6](=[CH:7][C:8]([NH2:13])=[C:9]([Cl:12])[CH:10]=2)[CH:5]=[CH:4][N:3]=1.[B-](F)(F)(F)[F:15].[B-](F)(F)(F)F.C1[N+]2(CCl)CC[N+](F)(CC2)C1. The product is [Cl:1][C:2]1[C:11]2[C:6](=[C:7]([F:15])[C:8]([NH2:13])=[C:9]([Cl:12])[CH:10]=2)[CH:5]=[CH:4][N:3]=1. The catalyst is CN(C=O)C.